From a dataset of Full USPTO retrosynthesis dataset with 1.9M reactions from patents (1976-2016). Predict the reactants needed to synthesize the given product. (1) Given the product [CH2:9]1[C:10]2[C:6](=[CH:5][C:4]([CH:1]([NH:22][CH2:21][CH2:20][O:19][C:14]3[CH:15]=[CH:16][CH:17]=[CH:18][N:13]=3)[CH3:2])=[CH:12][CH:11]=2)[CH2:7][CH2:8]1, predict the reactants needed to synthesize it. The reactants are: [C:1]([C:4]1[CH:5]=[C:6]2[C:10](=[CH:11][CH:12]=1)[CH2:9][CH2:8][CH2:7]2)(=O)[CH3:2].[N:13]1[CH:18]=[CH:17][CH:16]=[CH:15][C:14]=1[O:19][CH2:20][CH2:21][NH2:22]. (2) Given the product [OH:4][C:5]1[CH:6]=[CH:7][C:8]([CH2:9][CH:10]([CH2:21][CH2:22][O:23][C:24]2[CH:25]=[CH:26][CH:27]=[CH:28][CH:29]=2)[C:11]([O:13][CH2:14][CH3:15])=[O:12])=[CH:30][CH:31]=1, predict the reactants needed to synthesize it. The reactants are: COC[O:4][C:5]1[CH:31]=[CH:30][C:8]([CH2:9][C:10]([CH2:21][CH2:22][O:23][C:24]2[CH:29]=[CH:28][CH:27]=[CH:26][CH:25]=2)(C(OCC)=O)[C:11]([O:13][CH2:14][CH3:15])=[O:12])=[CH:7][CH:6]=1.[OH-].[K+]. (3) Given the product [CH:1]1[C:6]([Cl:7])=[C:5]([S:8]([NH2:11])(=[O:9])=[O:10])[CH:4]=[C:3]2[S:12]([N-:15][CH:16]=[N:17][C:2]=12)(=[O:14])=[O:13].[Na+:19], predict the reactants needed to synthesize it. The reactants are: [CH:1]1[C:6]([Cl:7])=[C:5]([S:8]([NH2:11])(=[O:10])=[O:9])[CH:4]=[C:3]2[S:12]([NH:15][CH:16]=[N:17][C:2]=12)(=[O:14])=[O:13].[OH-].[Na+:19].C[O-].[Na+]. (4) Given the product [Cl:4][C:5]1[CH:6]=[C:7]([C:8]2[O:25][N:2]=[C:10]([CH3:16])[C:9]=2[C:17]2[CH:22]=[CH:21][C:20]([O:23][CH3:24])=[CH:19][CH:18]=2)[C:12]([OH:11])=[CH:13][C:14]=1[OH:15], predict the reactants needed to synthesize it. The reactants are: Cl.[NH2:2]O.[Cl:4][C:5]1[CH:6]=[C:7]2[C:12](=[CH:13][C:14]=1[OH:15])[O:11][C:10]([CH3:16])=[C:9]([C:17]1[CH:22]=[CH:21][C:20]([O:23][CH3:24])=[CH:19][CH:18]=1)[C:8]2=[O:25].O. (5) Given the product [CH3:16][NH:17][C:18]1[C:23]([C:24]([O:26][CH2:27][CH3:28])=[O:25])=[CH:22][N:21]=[C:20]([S:29][CH2:30][CH2:31][CH3:32])[N:19]=1, predict the reactants needed to synthesize it. The reactants are: ClC1N=C(Cl)C(C(OCC)=O)=CN=1.CN.[CH3:16][N:17](C)[C:18]1[C:23]([C:24]([O:26][CH2:27][CH3:28])=[O:25])=[CH:22][N:21]=[C:20]([S:29][CH2:30][CH2:31][CH3:32])[N:19]=1.